From a dataset of Full USPTO retrosynthesis dataset with 1.9M reactions from patents (1976-2016). Predict the reactants needed to synthesize the given product. (1) Given the product [CH3:14][C:12]1[CH:11]=[C:10]([CH2:15][C:16]([C:17]2[CH:22]=[CH:21][CH:20]=[CH:19][CH:18]=2)=[O:23])[CH:9]=[N:8][CH:13]=1, predict the reactants needed to synthesize it. The reactants are: C(NC(C)C)(C)C.[N:8]1[CH:13]=[C:12]([CH3:14])[CH:11]=[C:10]([CH3:15])[CH:9]=1.[C:16](OCC)(=[O:23])[C:17]1[CH:22]=[CH:21][CH:20]=[CH:19][CH:18]=1.O. (2) Given the product [CH3:12][C:13]1([CH3:29])[C:17]([CH3:19])([CH3:18])[O:16][B:15]([C:2]2[CH:10]=[CH:9][CH:8]=[C:7]3[C:3]=2[CH2:4][NH:5][C:6]3=[O:11])[O:14]1, predict the reactants needed to synthesize it. The reactants are: Br[C:2]1[CH:10]=[CH:9][CH:8]=[C:7]2[C:3]=1[CH2:4][NH:5][C:6]2=[O:11].[CH3:12][C:13]1([CH3:29])[C:17]([CH3:19])([CH3:18])[O:16][B:15]([B:15]2[O:16][C:17]([CH3:19])([CH3:18])[C:13]([CH3:29])([CH3:12])[O:14]2)[O:14]1.C([O-])(=O)C.[K+].C(Cl)Cl. (3) Given the product [C:1]([C:3]1[CH:22]=[CH:21][C:6]([O:7][C:8]2[CH:20]=[CH:19][C:11]([C:12]([OH:14])=[O:13])=[CH:10][CH:9]=2)=[CH:5][CH:4]=1)#[N:2], predict the reactants needed to synthesize it. The reactants are: [C:1]([C:3]1[CH:22]=[CH:21][C:6]([O:7][C:8]2[CH:20]=[CH:19][C:11]([C:12]([O:14]C(C)(C)C)=[O:13])=[CH:10][CH:9]=2)=[CH:5][CH:4]=1)#[N:2]. (4) Given the product [CH2:1]([N:8]1[C:12]([CH:25]2[CH2:27][CH2:26]2)=[CH:11][C:10]([C:21]([O:23][CH3:24])=[O:22])=[N:9]1)[C:2]1[CH:7]=[CH:6][CH:5]=[CH:4][CH:3]=1, predict the reactants needed to synthesize it. The reactants are: [CH2:1]([N:8]1[C:12](OS(C(F)(F)F)(=O)=O)=[CH:11][C:10]([C:21]([O:23][CH3:24])=[O:22])=[N:9]1)[C:2]1[CH:7]=[CH:6][CH:5]=[CH:4][CH:3]=1.[CH:25]1(B(O)O)[CH2:27][CH2:26]1.C(=O)([O-])[O-].[Na+].[Na+]. (5) Given the product [F:1][C:2]1[CH:3]=[C:4]([NH:5][C:12]2[CH:17]=[CH:16][CH:15]=[CH:14][C:13]=2[N+:18]([O-:20])=[O:19])[CH:6]=[CH:7][CH:8]=1, predict the reactants needed to synthesize it. The reactants are: [F:1][C:2]1[CH:3]=[C:4]([CH:6]=[CH:7][CH:8]=1)[NH2:5].[H-].[Na+].F[C:12]1[CH:17]=[CH:16][CH:15]=[CH:14][C:13]=1[N+:18]([O-:20])=[O:19]. (6) Given the product [OH:7][CH2:6][C:5]1[CH:8]=[CH:9][C:2]([OH:1])=[CH:3][CH:4]=1, predict the reactants needed to synthesize it. The reactants are: [OH:1][C:2]1[CH:9]=[CH:8][C:5]([CH:6]=[O:7])=[CH:4][CH:3]=1.[BH4-].[Na+].